Dataset: Experimentally validated miRNA-target interactions with 360,000+ pairs, plus equal number of negative samples. Task: Binary Classification. Given a miRNA mature sequence and a target amino acid sequence, predict their likelihood of interaction. (1) The miRNA is rno-miR-290 with sequence UCUCAAACUAUGGGGGCA. The protein sequence of the target gene is MSASAVYVLDLKGKVLICRNYRGDVDMSEVEHFMPILMEKEEEGMLSPILAHGGVRFMWIKHNNLYLVATSKKNACVSLVFSFLYKVVQVFSEYFKELEEESIRDNFVIIYELLDELMDFGYPQTTDSKILQEYITQEGHKLETGAPRPPATVTNAVSWRSEGIKYRKNEVFLDVIEAVNLLVSANGNVLRSEIVGSIKMRVFLSGMPELRLGLNDKVLFDNTGRGKSKSVELEDVKFHQCVRLSRFENDRTISFIPPDGEFELMSYRLNTHVKPLIWIESVIEKHSHSRIEYMVKAKSQ.... Result: 0 (no interaction). (2) The miRNA is mmu-miR-693-5p with sequence CAGCCACAUCCGAAAGUUUUC. The protein sequence of the target gene is MEAAAAAPRRPQLLIVLVAAATLLPGAKALQCFCHLCTKDNFTCETDGLCFVSVTETTDKVIHNSMCIAEIDLIPRDRPFVCAPSSKTGAVTTTYCCNQDHCNKIELPTTGPFSEKQSAGLGPVELAAVIAGPVCFVCIALMLMVYICHNRTVIHHRVPNEEDPSLDRPFISEGTTLKDLIYDMTTSGSGSGLPLLVQRTIARTIVLQESIGKGRFGEVWRGKWRGEEVAVKIFSSREERSWFREAEIYQTVMLRHENILGFIAADNKDNGTWTQLWLVSDYHEHGSLFDYLNRYTVTVE.... Result: 0 (no interaction). (3) The miRNA is hsa-miR-548ba with sequence AAAGGUAACUGUGAUUUUUGCU. The protein sequence of the target gene is MNQELLSVGSKRRRTGGSLRGNPSSSQVDEEQMNRVVEEEQQQQLRQQEEEHTARNGEVVGVEPRPGGQNDSQQGQLEENNNRFISVDEDSSGNQEEQEEDEEHAGEQDEEDEEEEEMDQESDDFDQSDDSSREDEHTHTNSVTNSSSIVDLPVHQLSSPFYTKTTKMKRKLDHGSEVRSFSLGKKPCKVSEYTSTTGLVPCSATPTTFGDLRAANGQGQQRRRITSVQPPTGLQEWLKMFQSWSGPEKLLALDELIDSCEPTQVKHMMQVIEPQFQRDFISLLPKELALYVLSFLEPKD.... Result: 1 (interaction). (4) The protein sequence of the target gene is MSMILFASIVRVRDGLPLSASTDFYYAQEFLECRRQLKTLAQRLARHPGRGCAESCDFLIYFSSSGDVACMAICSRQCPAAMAFCFLEALWWDFIASYDTTCVGLASRPYAFLEFDSVIQKTKWHFNHMSSSQMKSGLEKIQEELEFQPPAVLSLEDTDVANGMLNGHTPVHSEPAPNLRMKPVTALGVLSLVLNIMCAALNLIRGVHLAEHSLQVAQEEVGNILAFFIPSVACIVQCYLYLFYSPARTLKVLLMLASICLGNAYLHGLRNTWQILFHVGVAFLSSYQILTRQLQERQSD.... The miRNA is hsa-miR-6869-5p with sequence GUGAGUAGUGGCGCGCGGCGGC. Result: 0 (no interaction). (5) The miRNA is hsa-miR-328-3p with sequence CUGGCCCUCUCUGCCCUUCCGU. The protein sequence of the target gene is MAGAGSAAVSGAGTPVAGPTGRDLFAEGLLEFLRPAVQQLDSHVHAVRESQVELREQIDNLATELCRINEDQKVALDLDPYVKKLLNARRRVVLVNNILQNAQERLRRLNHSVAKETARRRAMLDSGIYPPGSPGK. Result: 1 (interaction). (6) The miRNA is ath-miR397a with sequence UCAUUGAGUGCAGCGUUGAUG. The protein sequence of the target gene is MQEPLLRTEGLDYDTFPEVPATPGERERAGALKNRRVFLATFAAVLGNFSFGYALVYTSPVIPELKLSSDPALHLDKIQASWFGSVFTLGAAAGGLSAMLLNDLLGRKLSIMFSAVPSAIGYAIMAGARGLWMLLLGRMLTGFAGGLTAACIPVYVSEIAPPDVRGALGATPQLMAVFGSLSLYALGLLLPWRWLAVAGEGPVLIMILLLSFMPNSPRFLLSKSRDEEALQALTWLRADSEVHWEFEQIQDNVRRQSSRVSWAEAREPRVYRPVLIAVLMRFLQQLTGITPILVYLQTIF.... Result: 0 (no interaction). (7) The miRNA is hsa-miR-1229-5p with sequence GUGGGUAGGGUUUGGGGGAGAGCG. The protein sequence of the target gene is MSVGCPEPEPLHSLPCCGPGAAPVPGAGVPLLTEDMQALTLRTLAASDVTKHYELVRELGKGTYGKVDLVAYKGTGTKMALKFVNKSKTKLKNFLREVSITNSLSSSPFIIKVFDVVFETEECYVFAQEYAPAGDLFDIIPPQVGLPEDTVKRCVQQLGLALDFMHSRQLVHRDIKPENVLLFDRECRRVKLADFGMTRRVGCRVKRVSGTIPYTAPEVCQAGRADGFAVDTGVDVWAFGVLIFCVLTGNFPWEAASGADAFFEEFVRWQRGRLPGLPSQWRRFTEPALRMFQRLLALEP.... Result: 0 (no interaction).